Dataset: Reaction yield outcomes from USPTO patents with 853,638 reactions. Task: Predict the reaction yield, written as a fraction of the theoretical maximum amount of product (1.0 means a 100% yield; for example, 0.34 means a 34% yield). (1) The reactants are [CH3:1][C@H:2]1[C:13](=[O:14])[O:12][CH2:11][C@@H:10]([C:15]2[CH:20]=[CH:19][CH:18]=[CH:17][CH:16]=2)[NH:9][C:8](=[O:21])[CH2:7][CH2:6][CH:5]=[CH:4][CH2:3]1. The catalyst is CO.[Pd]. The product is [CH3:1][C@H:2]1[C:13](=[O:14])[O:12][CH2:11][C@@H:10]([C:15]2[CH:20]=[CH:19][CH:18]=[CH:17][CH:16]=2)[NH:9][C:8](=[O:21])[CH2:7][CH2:6][CH2:5][CH2:4][CH2:3]1. The yield is 0.640. (2) The reactants are [F:1][C:2]1[CH:3]=[C:4]([CH:15]=[CH:16][C:17]=1[NH:18][C:19](=[O:24])[C:20]([CH3:23])([CH3:22])[CH3:21])[O:5][C:6]1[CH:11]=[CH:10][N:9]=[C:8](C(N)=O)[CH:7]=1.C(#[N:27])C. No catalyst specified. The product is [NH2:27][C:8]1[CH:7]=[C:6]([O:5][C:4]2[CH:15]=[CH:16][C:17]([NH:18][C:19](=[O:24])[C:20]([CH3:23])([CH3:22])[CH3:21])=[C:2]([F:1])[CH:3]=2)[CH:11]=[CH:10][N:9]=1. The yield is 0.700. (3) The reactants are [CH:1]1([C:4]2[C:13]3[C:8](=[CH:9][CH:10]=[CH:11][CH:12]=3)[C:7]([N:14]=[C:15]=[S:16])=[CH:6][CH:5]=2)[CH2:3][CH2:2]1.Cl.[NH2:18][NH:19][C:20](N)=[NH:21].C(N(C(C)C)CC)(C)C. The catalyst is CN(C)C=O. The product is [NH2:21][C:20]1[N:14]([C:7]2[C:8]3[C:13](=[CH:12][CH:11]=[CH:10][CH:9]=3)[C:4]([CH:1]3[CH2:3][CH2:2]3)=[CH:5][CH:6]=2)[C:15]([SH:16])=[N:18][N:19]=1. The yield is 0.440.